Dataset: Catalyst prediction with 721,799 reactions and 888 catalyst types from USPTO. Task: Predict which catalyst facilitates the given reaction. Reactant: [F:1][C:2]([F:17])([F:16])[C:3]1[CH:4]=[C:5]([NH:9]C2C=CC=CC=2)[CH:6]=[CH:7][CH:8]=1.[C:18]([OH:22])(=[O:21])[CH:19]=[CH2:20].[OH-].[Na+]. Product: [F:1][C:2]([F:16])([F:17])[C:3]1[CH:4]=[C:5]([NH:9][CH2:20][CH2:19][C:18]([OH:22])=[O:21])[CH:6]=[CH:7][CH:8]=1. The catalyst class is: 6.